Predict the product of the given reaction. From a dataset of Forward reaction prediction with 1.9M reactions from USPTO patents (1976-2016). (1) Given the reactants [OH:1][C:2]1[CH:7]=[CH:6][C:5]([P:8](=[O:21])([C:15]2[CH:20]=[CH:19][CH:18]=[CH:17][CH:16]=2)[C:9]2[CH:14]=[CH:13][CH:12]=[CH:11][CH:10]=2)=[CH:4][CH:3]=1.[H-].[Li+:23], predict the reaction product. The product is: [C:9]1([P:8]([C:5]2[CH:6]=[CH:7][C:2]([O-:1])=[CH:3][CH:4]=2)([C:15]2[CH:20]=[CH:19][CH:18]=[CH:17][CH:16]=2)=[O:21])[CH:14]=[CH:13][CH:12]=[CH:11][CH:10]=1.[Li+:23]. (2) Given the reactants [OH:1][CH2:2][CH2:3][N:4]1[C:9]([CH3:11])([CH3:10])[CH2:8][CH:7]([OH:12])[CH2:6][C:5]1([CH3:14])[CH3:13].[C:15](O)(=[O:21])[CH2:16][CH2:17][C:18]([OH:20])=[O:19], predict the reaction product. The product is: [CH3:13][C:5]1([CH3:14])[N:4]([CH2:3][CH2:2][O:1][C:15]([CH2:16][CH2:17][C:18]([OH:20])=[O:19])=[O:21])[C:9]([CH3:10])([CH3:11])[CH2:8][CH:7]([OH:12])[CH2:6]1. (3) Given the reactants [C:1]([O:4][CH2:5][C:6]([NH:8][NH:9][C:10]([C:12]1[N:13]=[N:14][C:15]([N:18]2[CH2:21][CH:20]([O:22][C:23]3[CH:28]=[CH:27][CH:26]=[CH:25][C:24]=3[Br:29])[CH2:19]2)=[CH:16][CH:17]=1)=[O:11])=O)(=[O:3])[CH3:2].CC[N+](S(N=C(OC)[O-])(=O)=O)(CC)CC.O1CCCC1, predict the reaction product. The product is: [C:1]([O:4][CH2:5][C:6]1[O:11][C:10]([C:12]2[N:13]=[N:14][C:15]([N:18]3[CH2:19][CH:20]([O:22][C:23]4[CH:28]=[CH:27][CH:26]=[CH:25][C:24]=4[Br:29])[CH2:21]3)=[CH:16][CH:17]=2)=[N:9][N:8]=1)(=[O:3])[CH3:2]. (4) Given the reactants [Br:1]Br.[CH3:3][O:4][C:5]1[CH:10]=[CH:9][C:8]([NH:11][C:12]2[S:13][CH:14]=[CH:15][N:16]=2)=[CH:7][CH:6]=1, predict the reaction product. The product is: [Br:1][C:14]1[S:13][C:12]([NH:11][C:8]2[CH:7]=[CH:6][C:5]([O:4][CH3:3])=[CH:10][CH:9]=2)=[N:16][CH:15]=1. (5) The product is: [CH:19]([C:16]1[S:15][C:14]([NH:13][CH2:12][CH2:11][CH2:10][NH:9][C:7](=[O:8])[C@@H:6]([NH:5][C:3](=[O:4])[C@@H:2]([NH:1][C:25](=[O:26])[C@@H:24]([NH:28][C:29](=[O:30])[O:31][C:32]([CH3:34])([CH3:33])[CH3:35])[CH3:23])[CH3:22])[CH3:21])=[N:18][CH:17]=1)=[O:20]. Given the reactants [NH2:1][C@@H:2]([CH3:22])[C:3]([NH:5][C@@H:6]([CH3:21])[C:7]([NH:9][CH2:10][CH2:11][CH2:12][NH:13][C:14]1[S:15][C:16]([CH:19]=[O:20])=[CH:17][N:18]=1)=[O:8])=[O:4].[CH3:23][C@H:24]([NH:28][C:29]([O:31][C:32]([CH3:35])([CH3:34])[CH3:33])=[O:30])[C:25](O)=[O:26].ON1C2N=CC=CC=2N=N1.CN1CCOCC1.C(Cl)CCl, predict the reaction product. (6) Given the reactants [Cl:1][C:2]1[CH:25]=[CH:24][C:5]([CH2:6][C:7]2[N:8]=[C:9]([C:17]3[CH:22]=[CH:21][N:20]=[C:19]([Cl:23])[CH:18]=3)[S:10][C:11]=2[C:12]([O:14]CC)=[O:13])=[CH:4][CH:3]=1.[Li+].[OH-].Cl, predict the reaction product. The product is: [Cl:1][C:2]1[CH:3]=[CH:4][C:5]([CH2:6][C:7]2[N:8]=[C:9]([C:17]3[CH:22]=[CH:21][N:20]=[C:19]([Cl:23])[CH:18]=3)[S:10][C:11]=2[C:12]([OH:14])=[O:13])=[CH:24][CH:25]=1.